Task: Regression/Classification. Given an antibody's heavy chain and light chain sequences, predict its developability. TAP uses regression for 5 developability metrics; SAbDab uses binary classification.. Dataset: Antibody developability classification from SAbDab with 2,409 antibodies The antibody is ['QVQLQESGPELKKPGETVKISCKVSGYPFTNYGMNWVKQAPRKVLKWMGWIDTYTGDPTYADDFKGRFAFSLDTSASTAYLQINNLKNEDTATYFCARGTYWGQGTLVTVSA', 'QLVLTQSSSASFSLGASAKLTCTLSRQHSTYTIEWYQQQPLKPPKYVMELKKDGSHSTGDGIPDRFSGSSSGADRYLSISNIQEEDEAIYICGVGDTIKEQFVYVFGGGTKVTVL']. Result: 0 (not developable).